Predict the reactants needed to synthesize the given product. From a dataset of Full USPTO retrosynthesis dataset with 1.9M reactions from patents (1976-2016). (1) Given the product [ClH:29].[NH2:1][C:2]1[N:3]=[CH:4][C:5]([C:8]2[CH:13]=[CH:12][C:11]([C:14]3[CH:19]=[CH:18][CH:17]=[CH:16][C:15]=3[S:20][C:24]3[C:23]([NH2:22])=[CH:28][N:27]=[CH:26][N:25]=3)=[CH:10][C:9]=2[F:21])=[N:6][CH:7]=1, predict the reactants needed to synthesize it. The reactants are: [NH2:1][C:2]1[N:3]=[CH:4][C:5]([C:8]2[CH:13]=[CH:12][C:11]([C:14]3[C:15]([SH:20])=[CH:16][CH:17]=[CH:18][CH:19]=3)=[CH:10][C:9]=2[F:21])=[N:6][CH:7]=1.[NH2:22][C:23]1[C:24]([Cl:29])=[N:25][CH:26]=[N:27][CH:28]=1. (2) The reactants are: [NH2:1][C:2]1[N:7]=[CH:6][C:5]([C:8]2[CH:9]=[C:10]([NH2:19])[C:11]([NH:14][C:15]([CH3:18])([CH3:17])[CH3:16])=[CH:12][CH:13]=2)=[CH:4][N:3]=1.[Cl:20][C:21]1[CH:28]=[CH:27][C:24]([CH:25]=O)=[C:23]([N:29]2[CH:33]=[N:32][CH:31]=[N:30]2)[CH:22]=1.CC1C=CC(S(O)(=O)=O)=CC=1. Given the product [C:15]([N:14]1[C:11]2[CH:12]=[CH:13][C:8]([C:5]3[CH:4]=[N:3][C:2]([NH2:1])=[N:7][CH:6]=3)=[CH:9][C:10]=2[N:19]=[C:25]1[C:24]1[CH:27]=[CH:28][C:21]([Cl:20])=[CH:22][C:23]=1[N:29]1[CH:33]=[N:32][CH:31]=[N:30]1)([CH3:16])([CH3:18])[CH3:17], predict the reactants needed to synthesize it. (3) Given the product [F:1][CH:2]([F:18])[C:3]1[N:8]2[CH:9]=[C:10]([N+:15]([O-:17])=[O:16])[CH:11]=[C:12]([O:13][CH3:14])[C:7]2=[N:6][N:5]=1, predict the reactants needed to synthesize it. The reactants are: [F:1][CH:2]([F:18])[C:3]([NH:5][NH:6][C:7]1[C:12]([O:13][CH3:14])=[CH:11][C:10]([N+:15]([O-:17])=[O:16])=[CH:9][N:8]=1)=O.CCN(C(C)C)C(C)C.O=P(Cl)(Cl)Cl.O. (4) Given the product [CH2:14]([NH:16][CH2:10][CH2:9][CH2:8][S:5]([CH2:4][CH2:3][C:2]([F:13])([F:12])[F:1])(=[O:7])=[O:6])[CH3:15], predict the reactants needed to synthesize it. The reactants are: [F:1][C:2]([F:13])([F:12])[CH2:3][CH2:4][S:5]([CH2:8][CH2:9][CH2:10]Cl)(=[O:7])=[O:6].[CH2:14]([NH2:16])[CH3:15]. (5) Given the product [F:48][C:49]1[CH:54]=[CH:53][C:52]([S:55][CH2:35][CH:36]2[CH2:42][C:39]3([CH2:41][CH2:40]3)[CH2:38][CH:37]2[C:43]([O:45][CH2:46][CH3:47])=[O:44])=[CH:51][CH:50]=1, predict the reactants needed to synthesize it. The reactants are: C1(P(C2C=CC=CC=2)C2C=CC=CC=2)C=CC=CC=1.N(C(OC(C)C)=O)=NC(OC(C)C)=O.O[CH2:35][CH:36]1[CH2:42][C:39]2([CH2:41][CH2:40]2)[CH2:38][CH:37]1[C:43]([O:45][CH2:46][CH3:47])=[O:44].[F:48][C:49]1[CH:54]=[CH:53][C:52]([SH:55])=[CH:51][CH:50]=1. (6) Given the product [CH3:29][S:30]([O:28][CH2:27][C@H:24]1[CH2:23][CH2:22][C:21]2[S:20][C:19]3[C:26](=[C:15]([O:14][CH:11]4[CH2:12][CH2:13][CH:8]([N:6]5[CH2:7][C:4]6([CH2:3][O:2][CH2:1]6)[CH2:5]5)[CH2:9][CH2:10]4)[N:16]=[CH:17][N:18]=3)[C:25]1=2)(=[O:32])=[O:31], predict the reactants needed to synthesize it. The reactants are: [CH2:1]1[C:4]2([CH2:7][N:6]([CH:8]3[CH2:13][CH2:12][CH:11]([O:14][C:15]4[N:16]=[CH:17][N:18]=[C:19]5[C:26]=4[C:25]4[C@@H:24]([CH2:27][OH:28])[CH2:23][CH2:22][C:21]=4[S:20]5)[CH2:10][CH2:9]3)[CH2:5]2)[CH2:3][O:2]1.[CH3:29][S:30](Cl)(=[O:32])=[O:31]. (7) Given the product [CH3:1][C:2]1[CH:7]=[CH:6][CH:5]=[C:4]([CH3:8])[C:3]=1[C:9]1[N:10]=[C:11]([NH:16][C:17]2[CH:22]=[CH:21][CH:20]=[CH:19][CH:18]=2)[C:12]([NH:15][C:26]2[CH:28]=[C:29]([CH3:31])[CH:30]=[C:24]([CH3:23])[CH:25]=2)=[N:13][CH:14]=1, predict the reactants needed to synthesize it. The reactants are: [CH3:1][C:2]1[CH:7]=[CH:6][CH:5]=[C:4]([CH3:8])[C:3]=1[C:9]1[N:10]=[C:11]([NH:16][C:17]2[CH:22]=[CH:21][CH:20]=[CH:19][CH:18]=2)[C:12]([NH2:15])=[N:13][CH:14]=1.[CH3:23][C:24]1[CH:25]=[C:26]([CH:28]=[C:29]([CH3:31])[CH:30]=1)N.C1(C)C=CC(S(O)(=O)=O)=CC=1.